This data is from Catalyst prediction with 721,799 reactions and 888 catalyst types from USPTO. The task is: Predict which catalyst facilitates the given reaction. (1) Reactant: [CH3:1][C:2]([CH3:22])([O:4][C:5]([NH:7][C@@H:8]1[C:16]2[C:11](=[CH:12][CH:13]=[CH:14][CH:15]=2)[CH2:10][C@@H:9]1OS(C)(=O)=O)=[O:6])[CH3:3].[N-:23]=[N+]=[N-].[Na+]. Product: [NH2:23][C@@H:9]1[CH2:10][C:11]2[C:16](=[CH:15][CH:14]=[CH:13][CH:12]=2)[C@H:8]1[NH:7][C:5]([O:4][C:2]([CH3:22])([CH3:3])[CH3:1])=[O:6]. The catalyst class is: 566. (2) Reactant: [CH2:1]([O:3][C:4]1[N:9]=[C:8]([NH2:10])[C:7]([NH2:11])=[CH:6][CH:5]=1)[CH3:2].[F:12][C:13]1[N:18]=[CH:17][C:16]([CH:19]=O)=[CH:15][CH:14]=1.S([O-])(O[O-])(=O)=O.[K+].[K+]. The catalyst class is: 18. Product: [CH2:1]([O:3][C:4]1[N:9]=[C:8]2[N:10]=[C:19]([C:16]3[CH:17]=[N:18][C:13]([F:12])=[CH:14][CH:15]=3)[NH:11][C:7]2=[CH:6][CH:5]=1)[CH3:2].